From a dataset of Reaction yield outcomes from USPTO patents with 853,638 reactions. Predict the reaction yield, written as a fraction of the theoretical maximum amount of product (1.0 means a 100% yield; for example, 0.34 means a 34% yield). (1) The reactants are [H-].[Na+].[N:3]1[CH:8]=[CH:7]C=C[C:4]=1[N:9](CC1C=CC(C([O-])=O)=CC=1)[C:10]1[CH:15]=[CH:14][CH:13]=[CH:12][N:11]=1.Br[CH2:27][C:28]1[CH:37]=[CH:36][C:31]([C:32]([O:34][CH3:35])=[O:33])=[CH:30][CH:29]=1.[OH2:38].C[N:40](C=O)C. No catalyst specified. The product is [CH3:7][C:8]1[N:3]=[C:4]([N:9]([CH2:27][C:28]2[CH:37]=[CH:36][C:31]([C:32]([O:34][CH3:35])=[O:33])=[CH:30][CH:29]=2)[C:10]2[CH:15]=[CH:14][CH:13]=[CH:12][N:11]=2)[O:38][N:40]=1. The yield is 0.400. (2) The reactants are [C:1]([O:5][C:6]([N:8]1[CH2:13][CH2:12][NH:11][CH2:10][CH2:9]1)=[O:7])([CH3:4])([CH3:3])[CH3:2].N1C=CC=CC=1.[F:20][C:21]([F:32])([F:31])[C:22](O[C:22](=[O:23])[C:21]([F:32])([F:31])[F:20])=[O:23]. The catalyst is C(Cl)Cl.C(OCC)(=O)C. The product is [F:20][C:21]([F:32])([F:31])[C:22]([N:11]1[CH2:12][CH2:13][N:8]([C:6]([O:5][C:1]([CH3:4])([CH3:2])[CH3:3])=[O:7])[CH2:9][CH2:10]1)=[O:23]. The yield is 0.990.